Dataset: Reaction yield outcomes from USPTO patents with 853,638 reactions. Task: Predict the reaction yield, written as a fraction of the theoretical maximum amount of product (1.0 means a 100% yield; for example, 0.34 means a 34% yield). (1) The reactants are [CH:1]([C:3]1[CH:32]=[CH:31][C:6]([C:7]([NH:9][CH2:10][C:11](=[O:30])[N:12]2[CH2:17][CH2:16][N:15]([C:18](=[O:29])[C:19]3[CH:24]=[CH:23][CH:22]=[CH:21][C:20]=3[C:25]([F:28])([F:27])[F:26])[CH2:14][CH2:13]2)=[O:8])=[CH:5][CH:4]=1)=[O:2].S(=O)(=O)([OH:35])N.Cl([O-])=O.[Na+]. The catalyst is CC(C)=O.O.O. The product is [O:30]=[C:11]([N:12]1[CH2:13][CH2:14][N:15]([C:18](=[O:29])[C:19]2[CH:24]=[CH:23][CH:22]=[CH:21][C:20]=2[C:25]([F:28])([F:27])[F:26])[CH2:16][CH2:17]1)[CH2:10][NH:9][C:7](=[O:8])[C:6]1[CH:31]=[CH:32][C:3]([C:1]([OH:35])=[O:2])=[CH:4][CH:5]=1. The yield is 0.610. (2) The reactants are Cl.C(N=C=NCCCN(C)C)C.Cl.Cl.[CH3:15][CH:16]([CH3:35])[C@H:17]([NH2:34])[C:18]([N:20]1[CH2:25][CH2:24][CH:23]([O:26][C:27]2[C:32]([CH3:33])=[N:31][CH:30]=[CH:29][N:28]=2)[CH2:22][CH2:21]1)=[O:19].[OH:36][C:37]1[C:38]([C:47](O)=[O:48])=[N:39][C:40]2[C:45]([N:46]=1)=[CH:44][CH:43]=[CH:42][CH:41]=2.O.ON1C2C=CC=CC=2N=N1.CN1CCOCC1. The catalyst is O.C(Cl)Cl. The product is [OH:36][C:37]1[C:38]([C:47]([NH:34][C@H:17]([C:18]([N:20]2[CH2:21][CH2:22][CH:23]([O:26][C:27]3[C:32]([CH3:33])=[N:31][CH:30]=[CH:29][N:28]=3)[CH2:24][CH2:25]2)=[O:19])[CH:16]([CH3:35])[CH3:15])=[O:48])=[N:39][C:40]2[C:45]([N:46]=1)=[CH:44][CH:43]=[CH:42][CH:41]=2. The yield is 0.710. (3) The reactants are Cl.[O:2]=[C:3]1[CH2:7][CH2:6][C:5](=[O:8])[N:4]1[CH2:9][C:10]1[C:19]([F:20])=[C:18]2[C:13]([C:14]([C:25]3[CH:30]=[CH:29][C:28]([F:31])=[CH:27][CH:26]=3)=[CH:15][C:16]([C:21]([O:23]C)=[O:22])=[N:17]2)=[CH:12][CH:11]=1. The catalyst is C(O)(=O)C. The product is [O:8]=[C:5]1[CH2:6][CH2:7][C:3](=[O:2])[N:4]1[CH2:9][C:10]1[C:19]([F:20])=[C:18]2[C:13]([C:14]([C:25]3[CH:26]=[CH:27][C:28]([F:31])=[CH:29][CH:30]=3)=[CH:15][C:16]([C:21]([OH:23])=[O:22])=[N:17]2)=[CH:12][CH:11]=1. The yield is 0.850. (4) The reactants are [F:1][C:2]1[CH:7]=[C:6](B2OC(C)(C)C(C)(C)O2)[CH:5]=[CH:4][C:3]=1[C:17]1([NH:20][C:21](=[O:27])[O:22][C:23]([CH3:26])([CH3:25])[CH3:24])[CH2:19][CH2:18]1.Cl[C:29]1[CH:34]=[CH:33][N:32]=[C:31]([NH2:35])[C:30]=1[N+:36]([O-])=O. No catalyst specified. The product is [NH2:35][C:31]1[C:30]([NH2:36])=[C:29]([C:6]2[CH:5]=[CH:4][C:3]([C:17]3([NH:20][C:21](=[O:27])[O:22][C:23]([CH3:24])([CH3:25])[CH3:26])[CH2:18][CH2:19]3)=[C:2]([F:1])[CH:7]=2)[CH:34]=[CH:33][N:32]=1. The yield is 0.840. (5) The reactants are [F:1][C:2]1[CH:10]=[C:9]2[C:5]([C:6]([CH:11]=O)=[CH:7][NH:8]2)=[CH:4][CH:3]=1.C([O-])(=O)C.[NH4+].[N+:18]([CH2:21][CH3:22])([O-:20])=[O:19].C(O)(=O)C. The catalyst is C(Cl)Cl. The product is [F:1][C:2]1[CH:10]=[C:9]2[C:5]([C:6](/[CH:11]=[C:21](/[N+:18]([O-:20])=[O:19])\[CH3:22])=[CH:7][NH:8]2)=[CH:4][CH:3]=1. The yield is 0.880. (6) The reactants are [CH3:1][O:2][C:3](/[CH:5]=[CH:6]/[C:7]([O:9][CH2:10][C:11]([OH:13])=O)=[O:8])=[O:4].C(Cl)(=O)C(Cl)=O.CN(C)C=O.[C:25]([O:29][C:30](=[O:33])[CH2:31][NH2:32])([CH3:28])([CH3:27])[CH3:26]. The catalyst is ClCCl.CN(C1C=CN=CC=1)C. The product is [C:7]([O:9][CH2:10][C:11](=[O:13])[NH:32][CH2:31][C:30]([O:29][C:25]([CH3:28])([CH3:27])[CH3:26])=[O:33])(=[O:8])/[CH:6]=[CH:5]/[C:3]([O:2][CH3:1])=[O:4]. The yield is 0.200. (7) The reactants are [F:1][C:2]1[CH:25]=[CH:24][C:5]([CH2:6][N:7]2[C:19](=[O:20])[C:18]3[C:9](=[C:10]([OH:22])[C:11]4[N:12]=[CH:13][CH:14]=[N:15][C:16]=4[C:17]=3[OH:21])[C:8]2=[O:23])=[CH:4][CH:3]=1.N1C=CC=CC=1.Cl[C:33]([O:35][CH2:36][CH3:37])=[O:34]. The catalyst is CN(C=O)C. The product is [F:1][C:2]1[CH:25]=[CH:24][C:5]([CH2:6][N:7]2[C:8](=[O:23])[C:9]3[C:18](=[C:17]([OH:21])[C:16]4[N:15]=[CH:14][CH:13]=[N:12][C:11]=4[C:10]=3[O:22][C:33](=[O:34])[O:35][CH2:36][CH3:37])[C:19]2=[O:20])=[CH:4][CH:3]=1. The yield is 0.980.